Dataset: Full USPTO retrosynthesis dataset with 1.9M reactions from patents (1976-2016). Task: Predict the reactants needed to synthesize the given product. (1) The reactants are: [N:1]([C:4]12[CH2:13][CH:8]3[CH2:9][CH:10]([CH2:12][CH:6]([CH2:7]3)[CH2:5]1)[CH2:11]2)=[N+:2]=[N-:3].[CH3:14][N:15]([CH2:19][C:20]1[S:21][CH:22]=[CH:23][CH:24]=1)[CH2:16][C:17]#[CH:18].O=C1O[C@H]([C@H](CO)O)C([O-])=C1O.[Na+]. Given the product [C:4]12([N:1]3[CH:18]=[C:17]([CH2:16][N:15]([CH3:14])[CH2:19][C:20]4[S:21][CH:22]=[CH:23][CH:24]=4)[N:3]=[N:2]3)[CH2:5][CH:6]3[CH2:12][CH:10]([CH2:9][CH:8]([CH2:7]3)[CH2:13]1)[CH2:11]2, predict the reactants needed to synthesize it. (2) The reactants are: Br[C:2]1[CH:3]=[C:4]2[C@@:15]3([CH2:19][S:18][C:17]([NH2:20])=[N:16]3)[C:14]3[CH:13]=[C:12](Cl)[N:11]=[CH:10][C:9]=3[O:8][C:5]2=[CH:6][CH:7]=1.[F:22][C:23]1[C:28](B(O)O)=[CH:27][CH:26]=[CH:25][N:24]=1.[F:32][C:33]1[CH:38]=[C:37](B(O)O)[CH:36]=[CH:35][N:34]=1. Given the product [F:22][C:23]1[C:28]([C:2]2[CH:3]=[C:4]3[C@@:15]4([CH2:19][S:18][C:17]([NH2:20])=[N:16]4)[C:14]4[CH:13]=[C:12]([C:37]5[CH:36]=[CH:35][N:34]=[C:33]([F:32])[CH:38]=5)[N:11]=[CH:10][C:9]=4[O:8][C:5]3=[CH:6][CH:7]=2)=[CH:27][CH:26]=[CH:25][N:24]=1, predict the reactants needed to synthesize it. (3) Given the product [CH:12]([N:8]([CH3:9])[C:1]([N:3]1[CH:7]=[CH:6][N:5]=[CH:4]1)=[O:2])([CH3:11])[CH3:13], predict the reactants needed to synthesize it. The reactants are: [C:1]([N:8]1[CH:12]=[CH:11]N=[CH:9]1)([N:3]1[CH:7]=[CH:6][N:5]=[CH:4]1)=[O:2].[CH2:13](Cl)Cl. (4) Given the product [F:16][C:10]([F:17])([C:2]1[CH:7]=[CH:6][C:5]([F:8])=[CH:4][N:3]=1)[C:11]([O:13][CH2:14][CH3:15])=[O:12], predict the reactants needed to synthesize it. The reactants are: Br[C:2]1[CH:7]=[CH:6][C:5]([F:8])=[CH:4][N:3]=1.Br[C:10]([F:17])([F:16])[C:11]([O:13][CH2:14][CH3:15])=[O:12]. (5) Given the product [CH3:13][C:14]1[CH:19]=[CH:18][C:17]([C:2]2[CH:3]=[CH:4][C:5]([C:6]([OH:8])=[O:7])=[CH:11][CH:12]=2)=[CH:16][CH:15]=1, predict the reactants needed to synthesize it. The reactants are: Br[C:2]1[CH:12]=[CH:11][C:5]([C:6]([O:8]CC)=[O:7])=[CH:4][CH:3]=1.[CH3:13][C:14]1[CH:19]=[CH:18][C:17](B(O)O)=[CH:16][CH:15]=1.C([O-])([O-])=O.[Na+].[Na+].[OH-].[Na+]. (6) Given the product [C:37]12([NH:47][C:13]([C:6]3[N:5]=[C:4]([CH2:1][CH2:2][CH3:3])[N:8]4[CH:9]=[CH:10][CH:11]=[CH:12][C:7]=34)=[O:15])[CH2:44][CH:43]3[CH2:42][CH:41]([CH2:40][CH:39]([CH2:45]3)[CH2:38]1)[CH2:46]2, predict the reactants needed to synthesize it. The reactants are: [CH2:1]([C:4]1[N:8]2[CH:9]=[CH:10][CH:11]=[CH:12][C:7]2=[C:6]([C:13]([OH:15])=O)[N:5]=1)[CH2:2][CH3:3].C(Cl)CCl.C1C=CC2N(O)N=NC=2C=1.CCN(CC)CC.[C:37]12([NH2:47])[CH2:46][CH:41]3[CH2:42][CH:43]([CH2:45][CH:39]([CH2:40]3)[CH2:38]1)[CH2:44]2. (7) Given the product [CH3:1][O:2][C:3]1[CH:4]=[C:5]([C@H:9]([NH:11][C:41]([C:37]2[CH:36]=[C:35]3[C:40](=[CH:39][CH:38]=2)[N:32]([CH2:31][C:28]2[CH:27]=[CH:26][C:25]([C:20]4[C:19]([C:17]([OH:18])=[O:16])=[CH:24][CH:23]=[CH:22][CH:21]=4)=[CH:30][CH:29]=2)[C:33]([CH3:45])=[C:34]3[CH3:44])=[O:42])[CH3:10])[CH:6]=[CH:7][CH:8]=1, predict the reactants needed to synthesize it. The reactants are: [CH3:1][O:2][C:3]1[CH:4]=[C:5]([C@H:9]([NH2:11])[CH3:10])[CH:6]=[CH:7][CH:8]=1.C([O:16][C:17]([C:19]1[CH:24]=[CH:23][CH:22]=[CH:21][C:20]=1[C:25]1[CH:30]=[CH:29][C:28]([CH2:31][N:32]2[C:40]3[C:35](=[CH:36][C:37]([C:41](O)=[O:42])=[CH:38][CH:39]=3)[C:34]([CH3:44])=[C:33]2[CH3:45])=[CH:27][CH:26]=1)=[O:18])(C)(C)C.